Dataset: NCI-60 drug combinations with 297,098 pairs across 59 cell lines. Task: Regression. Given two drug SMILES strings and cell line genomic features, predict the synergy score measuring deviation from expected non-interaction effect. (1) Drug 1: C1=CC(=CC=C1CC(C(=O)O)N)N(CCCl)CCCl.Cl. Synergy scores: CSS=19.0, Synergy_ZIP=-4.06, Synergy_Bliss=1.32, Synergy_Loewe=-37.9, Synergy_HSA=-0.504. Drug 2: CC1C(C(CC(O1)OC2CC(OC(C2O)C)OC3=CC4=CC5=C(C(=O)C(C(C5)C(C(=O)C(C(C)O)O)OC)OC6CC(C(C(O6)C)O)OC7CC(C(C(O7)C)O)OC8CC(C(C(O8)C)O)(C)O)C(=C4C(=C3C)O)O)O)O. Cell line: OVCAR3. (2) Drug 1: CN1C(=O)N2C=NC(=C2N=N1)C(=O)N. Drug 2: C1=CC=C(C=C1)NC(=O)CCCCCCC(=O)NO. Cell line: HS 578T. Synergy scores: CSS=4.88, Synergy_ZIP=1.32, Synergy_Bliss=5.32, Synergy_Loewe=-4.62, Synergy_HSA=1.04. (3) Drug 1: CC1=C(C=C(C=C1)NC2=NC=CC(=N2)N(C)C3=CC4=NN(C(=C4C=C3)C)C)S(=O)(=O)N.Cl. Drug 2: CNC(=O)C1=NC=CC(=C1)OC2=CC=C(C=C2)NC(=O)NC3=CC(=C(C=C3)Cl)C(F)(F)F. Cell line: RPMI-8226. Synergy scores: CSS=15.7, Synergy_ZIP=-1.32, Synergy_Bliss=-7.50, Synergy_Loewe=-39.8, Synergy_HSA=-12.6.